This data is from Forward reaction prediction with 1.9M reactions from USPTO patents (1976-2016). The task is: Predict the product of the given reaction. (1) Given the reactants [CH3:1][O:2][C:3]1[CH:4]=[C:5]2[C:9](=[CH:10][CH:11]=1)[NH:8][CH:7]=[C:6]2[CH2:12][C:13]([OH:15])=[O:14].[CH2:16]1N(P(Cl)(N2C(=O)OCC2)=O)C(=O)OC1.C(N(CC)CC)C.CO, predict the reaction product. The product is: [CH3:1][O:2][C:3]1[CH:4]=[C:5]2[C:9](=[CH:10][CH:11]=1)[NH:8][CH:7]=[C:6]2[CH2:12][C:13]([O:15][CH3:16])=[O:14]. (2) Given the reactants C[Si]([C:5]#[N:6])(C)C.[C:7]1([CH2:19]O)[CH:8]=[N:9][N:10]2[CH:15]=[CH:14][C:13]3[O:16][CH:17]=[CH:18][C:12]=3[C:11]=12, predict the reaction product. The product is: [C:7]1([CH2:19][C:5]#[N:6])[CH:8]=[N:9][N:10]2[CH:15]=[CH:14][C:13]3[O:16][CH:17]=[CH:18][C:12]=3[C:11]=12. (3) The product is: [OH:18][C:19]1[CH:24]=[C:23]([C:2]2[C:11]3[C:6](=[C:7]([C:12]([F:15])([F:14])[F:13])[CH:8]=[CH:9][CH:10]=3)[N:5]=[CH:4][C:3]=2[C:16]#[N:17])[CH:22]=[CH:21][CH:20]=1. Given the reactants Cl[C:2]1[C:11]2[C:6](=[C:7]([C:12]([F:15])([F:14])[F:13])[CH:8]=[CH:9][CH:10]=2)[N:5]=[CH:4][C:3]=1[C:16]#[N:17].[OH:18][C:19]1[CH:20]=[C:21](B(O)O)[CH:22]=[CH:23][CH:24]=1, predict the reaction product. (4) Given the reactants [CH:1]([C:4]1[CH:9]=[CH:8][C:7]([NH:10]N)=[CH:6][CH:5]=1)([CH3:3])[CH3:2].[C:12]1([CH2:18][C:19]([C:21]2[CH:26]=[CH:25][CH:24]=[CH:23][CH:22]=2)=O)[CH:17]=[CH:16][CH:15]=[CH:14][CH:13]=1.S(=O)(=O)(O)O, predict the reaction product. The product is: [CH:1]([C:4]1[CH:9]=[C:8]2[C:7](=[CH:6][CH:5]=1)[NH:10][C:19]([C:21]1[CH:26]=[CH:25][CH:24]=[CH:23][CH:22]=1)=[C:18]2[C:12]1[CH:17]=[CH:16][CH:15]=[CH:14][CH:13]=1)([CH3:3])[CH3:2].